From a dataset of Catalyst prediction with 721,799 reactions and 888 catalyst types from USPTO. Predict which catalyst facilitates the given reaction. (1) Reactant: [F:1][C:2]1[C:3]([CH:22]=O)=[CH:4][N:5]([S:13]([C:16]2[CH:21]=[CH:20][CH:19]=[CH:18][CH:17]=2)(=[O:15])=[O:14])[C:6]=1[C:7]1[CH:12]=[CH:11][CH:10]=[CH:9][CH:8]=1.CO.[CH3:26][NH2:27].[BH4-].[Na+].[ClH:30].C(=O)([O-])O.[Na+]. Product: [ClH:30].[F:1][C:2]1[C:3]([CH2:22][NH:27][CH3:26])=[CH:4][N:5]([S:13]([C:16]2[CH:21]=[CH:20][CH:19]=[CH:18][CH:17]=2)(=[O:15])=[O:14])[C:6]=1[C:7]1[CH:12]=[CH:11][CH:10]=[CH:9][CH:8]=1. The catalyst class is: 5. (2) Reactant: [Cl:1][C:2]1[N:7]=[C:6]([Cl:8])[N:5]=[C:4](Cl)[N:3]=1.[CH3:10][Mg]Cl. Product: [Cl:1][C:2]1[N:7]=[C:6]([Cl:8])[N:5]=[C:4]([CH3:10])[N:3]=1. The catalyst class is: 2. (3) Reactant: [CH3:1][CH2:2][CH2:3][CH:4]([NH:8][S:9]([C:12]1[CH:13]=[C:14]([CH2:18][CH2:19][CH2:20][NH:21]C(=O)OC(C)(C)C)[CH:15]=[CH:16][CH:17]=1)(=[O:11])=[O:10])[CH2:5][CH2:6][CH3:7].C(Cl)[Cl:30]. Product: [ClH:30].[NH2:21][CH2:20][CH2:19][CH2:18][C:14]1[CH:13]=[C:12]([S:9]([NH:8][CH:4]([CH2:3][CH2:2][CH3:1])[CH2:5][CH2:6][CH3:7])(=[O:11])=[O:10])[CH:17]=[CH:16][CH:15]=1. The catalyst class is: 89. (4) Reactant: [F:1][C:2]1[C:7]([F:8])=[CH:6][CH:5]=[C:4]([N+:9]([O-:11])=[O:10])[C:3]=1[OH:12].[C:13](=O)([O-])[O-].[K+].[K+].IC. Product: [F:8][C:7]1[CH:6]=[CH:5][C:4]([N+:9]([O-:11])=[O:10])=[C:3]([O:12][CH3:13])[C:2]=1[F:1]. The catalyst class is: 21. (5) Reactant: [O:1]=[C:2]1[C:10]2[CH:9]=[CH:8][CH:7]=[C:6]([C:11]([OH:13])=O)[C:5]=2[CH2:4][CH2:3]1.C(N=C=NC(C)C)(C)C.O.ON1C2C=CC=CC=2N=N1.[NH:34]([CH2:43][C:44]([O:46][C:47]([CH3:50])([CH3:49])[CH3:48])=[O:45])[CH2:35][C:36]([O:38][C:39]([CH3:42])([CH3:41])[CH3:40])=[O:37]. Product: [C:39]([O:38][C:36](=[O:37])[CH2:35][N:34]([C:11]([C:6]1[CH:7]=[CH:8][CH:9]=[C:10]2[C:5]=1[CH2:4][CH2:3][C:2]2=[O:1])=[O:13])[CH2:43][C:44]([O:46][C:47]([CH3:50])([CH3:49])[CH3:48])=[O:45])([CH3:42])([CH3:41])[CH3:40]. The catalyst class is: 4. (6) Reactant: [CH3:1][CH:2]1[CH2:7][CH2:6][CH2:5][CH2:4][NH:3]1.Br[CH2:9][C:10]([O:12][CH2:13][CH3:14])=[O:11].C(N(CC)CC)C. The catalyst class is: 1. Product: [CH2:13]([O:12][C:10](=[O:11])[CH2:9][N:3]1[CH2:4][CH2:5][CH2:6][CH2:7][CH:2]1[CH3:1])[CH3:14].